From a dataset of Forward reaction prediction with 1.9M reactions from USPTO patents (1976-2016). Predict the product of the given reaction. Given the reactants Br[C:2]1[C:7]2[NH:8][C:9]3[CH:10]=[C:11]([Cl:15])[CH:12]=[CH:13][C:14]=3[C:6]=2[C:5](=[O:16])[NH:4][CH:3]=1.[CH3:17][N:18](C=O)C, predict the reaction product. The product is: [Cl:15][C:11]1[CH:12]=[CH:13][C:14]2[C:6]3[C:5](=[O:16])[NH:4][CH:3]=[C:2]([C:17]#[N:18])[C:7]=3[NH:8][C:9]=2[CH:10]=1.